Task: Predict which catalyst facilitates the given reaction.. Dataset: Catalyst prediction with 721,799 reactions and 888 catalyst types from USPTO (1) Reactant: [C:1]([O:5][C:6](=[O:15])[NH:7][C:8]1[CH:13]=[C:12]([CH3:14])[CH:11]=[CH:10][N:9]=1)([CH3:4])([CH3:3])[CH3:2].[Li][CH2:17][CH2:18][CH2:19][CH3:20].CCCCCC.[NH4+].[Cl-].[CH2:29]1[CH2:33][O:32][CH2:31][CH2:30]1. Product: [C:1]([O:5][C:6](=[O:15])[NH:7][C:8]1[CH:13]=[C:12]([CH2:14][CH:31]([OH:32])[C:30]2[CH:29]=[CH:33][C:19]([CH3:20])=[CH:18][CH:17]=2)[CH:11]=[CH:10][N:9]=1)([CH3:4])([CH3:3])[CH3:2]. The catalyst class is: 238. (2) Reactant: Br[C:2]1[CH:3]=[C:4]2[C:9](=[CH:10][CH:11]=1)[CH2:8][N:7]([CH2:12][C:13]1[CH:14]=[C:15]([C:24]([O:26]CC)=[O:25])[C:16](=[O:23])[N:17]3[C:22]=1[CH:21]=[CH:20][CH:19]=[CH:18]3)[CH2:6][CH2:5]2.[CH3:29][Zn]C. Product: [CH3:29][C:2]1[CH:3]=[C:4]2[C:9](=[CH:10][CH:11]=1)[CH2:8][N:7]([CH2:12][C:13]1[CH:14]=[C:15]([C:24]([OH:26])=[O:25])[C:16](=[O:23])[N:17]3[C:22]=1[CH:21]=[CH:20][CH:19]=[CH:18]3)[CH2:6][CH2:5]2. The catalyst class is: 176. (3) Reactant: C([O:9][CH:10]([CH2:52][O:53][C@H:54]1[O:83][C@H:82]([CH2:84][O:85][CH2:86][C:87]2[CH:92]=[CH:91][CH:90]=[CH:89][CH:88]=2)[C@@H:73]([O:74][CH2:75][C:76]2[CH:81]=[CH:80][CH:79]=[CH:78][CH:77]=2)[C@H:64]([O:65][CH2:66][C:67]2[CH:72]=[CH:71][CH:70]=[CH:69][CH:68]=2)[C@@H:55]1[O:56][CH2:57][C:58]1[CH:63]=[CH:62][CH:61]=[CH:60][CH:59]=1)[CH2:11][O:12][C@H:13]1[O:42][C@H:41]([CH2:43][O:44][CH2:45][C:46]2[CH:51]=[CH:50][CH:49]=[CH:48][CH:47]=2)[C@@H:32]([O:33][CH2:34][C:35]2[CH:40]=[CH:39][CH:38]=[CH:37][CH:36]=2)[C@H:23]([O:24][CH2:25][C:26]2[CH:31]=[CH:30][CH:29]=[CH:28][CH:27]=2)[C@@H:14]1[O:15][CH2:16][C:17]1[CH:22]=[CH:21][CH:20]=[CH:19][CH:18]=1)(=O)C1C=CC=CC=1. Product: [CH2:16]([O:15][C@H:14]1[C@@H:23]([O:24][CH2:25][C:26]2[CH:27]=[CH:28][CH:29]=[CH:30][CH:31]=2)[C@H:32]([O:33][CH2:34][C:35]2[CH:36]=[CH:37][CH:38]=[CH:39][CH:40]=2)[C@@H:41]([CH2:43][O:44][CH2:45][C:46]2[CH:51]=[CH:50][CH:49]=[CH:48][CH:47]=2)[O:42][C@@H:13]1[O:12][CH2:11][CH:10]([CH2:52][O:53][C@H:54]1[O:83][C@H:82]([CH2:84][O:85][CH2:86][C:87]2[CH:92]=[CH:91][CH:90]=[CH:89][CH:88]=2)[C@@H:73]([O:74][CH2:75][C:76]2[CH:81]=[CH:80][CH:79]=[CH:78][CH:77]=2)[C@H:64]([O:65][CH2:66][C:67]2[CH:68]=[CH:69][CH:70]=[CH:71][CH:72]=2)[C@@H:55]1[O:56][CH2:57][C:58]1[CH:59]=[CH:60][CH:61]=[CH:62][CH:63]=1)[OH:9])[C:17]1[CH:22]=[CH:21][CH:20]=[CH:19][CH:18]=1. The catalyst class is: 779.